Dataset: NCI-60 drug combinations with 297,098 pairs across 59 cell lines. Task: Regression. Given two drug SMILES strings and cell line genomic features, predict the synergy score measuring deviation from expected non-interaction effect. Drug 1: C1=NC2=C(N1)C(=S)N=CN2. Drug 2: C1=NC2=C(N=C(N=C2N1C3C(C(C(O3)CO)O)F)Cl)N. Cell line: A549. Synergy scores: CSS=2.77, Synergy_ZIP=-3.42, Synergy_Bliss=-4.30, Synergy_Loewe=-2.21, Synergy_HSA=-2.19.